This data is from Forward reaction prediction with 1.9M reactions from USPTO patents (1976-2016). The task is: Predict the product of the given reaction. Given the reactants [C:1]([C:3]1[CH:23]=[CH:22][C:6]([CH2:7][N:8]2[CH:17]=[CH:16][C:15]3[C:10](=[CH:11][C:12]([C:18]([OH:20])=O)=[CH:13][CH:14]=3)[C:9]2=[O:21])=[CH:5][CH:4]=1)#[N:2].[CH3:24][C:25]1[CH:32]=[CH:31][C:28]([CH2:29][NH2:30])=[CH:27][CH:26]=1, predict the reaction product. The product is: [CH3:24][C:25]1[CH:32]=[CH:31][C:28]([CH2:29][NH:30][C:18]([C:12]2[CH:11]=[C:10]3[C:15]([CH:16]=[CH:17][N:8]([CH2:7][C:6]4[CH:5]=[CH:4][C:3]([C:1]#[N:2])=[CH:23][CH:22]=4)[C:9]3=[O:21])=[CH:14][CH:13]=2)=[O:20])=[CH:27][CH:26]=1.